Dataset: Reaction yield outcomes from USPTO patents with 853,638 reactions. Task: Predict the reaction yield, written as a fraction of the theoretical maximum amount of product (1.0 means a 100% yield; for example, 0.34 means a 34% yield). (1) The reactants are [C:1]([C:5]1[NH:6][C:7]2[C:12]([CH:13]=1)=[CH:11][CH:10]=[C:9]([N+:14]([O-])=O)[CH:8]=2)([CH3:4])([CH3:3])[CH3:2].[H][H]. The catalyst is CO.[Ni]. The product is [C:1]([C:5]1[NH:6][C:7]2[C:12]([CH:13]=1)=[CH:11][CH:10]=[C:9]([NH2:14])[CH:8]=2)([CH3:4])([CH3:2])[CH3:3]. The yield is 0.890. (2) The reactants are [CH3:1][C:2]([CH3:14])([CH3:13])[C:3]([NH:5][CH2:6][CH2:7][C:8]1[S:9][CH:10]=[CH:11][CH:12]=1)=[O:4].[H-].[Na+].I[CH3:18]. The catalyst is CN(C=O)C.O. The product is [CH3:18][N:5]([CH2:6][CH2:7][C:8]1[S:9][CH:10]=[CH:11][CH:12]=1)[C:3](=[O:4])[C:2]([CH3:14])([CH3:13])[CH3:1]. The yield is 0.450. (3) The reactants are [CH2:1]([O:8][C:9]1[N:10]=[N:11][C:12]([CH2:23][C:24]2[CH:29]=[CH:28][C:27](F)=[CH:26][CH:25]=2)=[CH:13][C:14]=1[O:15][CH2:16][C:17]1[CH:22]=[CH:21][CH:20]=[CH:19][CH:18]=1)[C:2]1[CH:7]=[CH:6][CH:5]=[CH:4][CH:3]=1.C(OC1N=NC(Cl)=CC=1OCC1C=CC=CC=1)C1C=CC=CC=1.[Cl-].[F:55]C1C=C(C=CC=1)C[Zn+]. No catalyst specified. The product is [CH2:1]([O:8][C:9]1[N:10]=[N:11][C:12]([CH2:23][C:24]2[CH:25]=[CH:26][CH:27]=[C:28]([F:55])[CH:29]=2)=[CH:13][C:14]=1[O:15][CH2:16][C:17]1[CH:22]=[CH:21][CH:20]=[CH:19][CH:18]=1)[C:2]1[CH:7]=[CH:6][CH:5]=[CH:4][CH:3]=1. The yield is 0.320. (4) The reactants are [CH3:1][O:2][C:3]1[CH:11]=[C:10]2[C:6]([CH:7]=[N:8][NH:9]2)=[CH:5][CH:4]=1.Br[CH2:13][C:14]1[CH:19]=[CH:18][CH:17]=[CH:16][CH:15]=1. No catalyst specified. The product is [CH2:13]([N:9]1[C:10]2[C:6](=[CH:5][CH:4]=[C:3]([O:2][CH3:1])[CH:11]=2)[CH:7]=[N:8]1)[C:14]1[CH:19]=[CH:18][CH:17]=[CH:16][CH:15]=1. The yield is 0.620. (5) The reactants are [NH2:1][C:2]1[CH:3]=[C:4]2[C:8](=[CH:9][CH:10]=1)[C:7](=[O:11])[N:6]([C:12]1[CH:17]=[CH:16][CH:15]=[CH:14][C:13]=1/[CH:18]=[CH:19]/[C:20]1[C:28]3[C:23](=[CH:24][CH:25]=[CH:26][CH:27]=3)[NH:22][N:21]=1)[C:5]2=[O:29].[CH:30](=O)[CH3:31].C(O[BH-](OC(=O)C)OC(=O)C)(=O)C.[Na+].C(=O)([O-])O.[Na+]. The catalyst is C1COCC1. The product is [CH2:30]([NH:1][C:2]1[CH:3]=[C:4]2[C:8](=[CH:9][CH:10]=1)[C:7](=[O:11])[N:6]([C:12]1[CH:17]=[CH:16][CH:15]=[CH:14][C:13]=1/[CH:18]=[CH:19]/[C:20]1[C:28]3[C:23](=[CH:24][CH:25]=[CH:26][CH:27]=3)[NH:22][N:21]=1)[C:5]2=[O:29])[CH3:31]. The yield is 0.380. (6) The reactants are [CH3:1][NH:2][CH2:3][C:4]1[C:8]2[CH:9]=[CH:10][CH:11]=[CH:12][C:7]=2[O:6][C:5]=1[CH3:13].[ClH:14].[O:15]1[CH2:20][CH2:19][NH:18][C:17]2[N:21]=[CH:22][C:23]([CH:25]=[CH:26][C:27]([OH:29])=O)=[CH:24][C:16]1=2.ON1C2C=CC=CC=2N=N1.C(N(C(C)C)CC)(C)C.CN(C)CCCN=C=NCC.Cl. The catalyst is CN(C=O)C.C(Cl)Cl.CCOCC.O. The product is [ClH:14].[O:15]1[CH2:20][CH2:19][NH:18][C:17]2[N:21]=[CH:22][C:23](/[CH:25]=[CH:26]/[C:27]([N:2]([CH3:1])[CH2:3][C:4]3[C:8]4[CH:9]=[CH:10][CH:11]=[CH:12][C:7]=4[O:6][C:5]=3[CH3:13])=[O:29])=[CH:24][C:16]1=2. The yield is 0.390. (7) The reactants are [CH:1]1([CH:7](O)[C:8]2[N:12]([CH2:13][C:14]3[CH:19]=[CH:18][C:17]([O:20][CH3:21])=[CH:16][CH:15]=3)[CH:11]=[C:10]([C:22]([O:24][CH2:25][CH3:26])=[O:23])[C:9]=2[CH3:27])[CH2:6][CH2:5][CH2:4][CH2:3][CH2:2]1.C(O)(C(F)(F)F)=O.[SiH](CC)(CC)CC. The catalyst is C(Cl)Cl. The product is [CH:1]1([CH2:7][C:8]2[N:12]([CH2:13][C:14]3[CH:19]=[CH:18][C:17]([O:20][CH3:21])=[CH:16][CH:15]=3)[CH:11]=[C:10]([C:22]([O:24][CH2:25][CH3:26])=[O:23])[C:9]=2[CH3:27])[CH2:6][CH2:5][CH2:4][CH2:3][CH2:2]1. The yield is 0.930. (8) The reactants are [OH:1][C:2]1[CH:7]=[C:6]([O:8][CH2:9][CH2:10][O:11][CH3:12])[CH:5]=[CH:4][C:3]=1/[CH:13]=[CH:14]/[C:15]([O:17][CH2:18][CH3:19])=[O:16].[CH2:20](Br)[CH:21]1[O:25][CH2:24][CH2:23][CH2:22]1.[I-].[Na+].C(=O)([O-])[O-].[K+].[K+]. The catalyst is CN(C)C=O.O. The product is [CH3:12][O:11][CH2:10][CH2:9][O:8][C:6]1[CH:5]=[CH:4][C:3](/[CH:13]=[CH:14]/[C:15]([O:17][CH2:18][CH3:19])=[O:16])=[C:2]([O:1][CH2:20][CH:21]2[CH2:22][CH2:23][CH2:24][O:25]2)[CH:7]=1. The yield is 0.750.